Dataset: Full USPTO retrosynthesis dataset with 1.9M reactions from patents (1976-2016). Task: Predict the reactants needed to synthesize the given product. (1) Given the product [OH:30][C:31]1([C:34]([N:4]2[CH2:5][CH2:6][N:1]([CH2:7][C:8]3[CH:17]=[CH:16][C:15]4[C:10](=[CH:11][CH:12]=[C:13]([O:18][C:19]5[CH:20]=[CH:21][C:22]([C:25]6[NH:29][N:28]=[CH:27][CH:26]=6)=[CH:23][CH:24]=5)[CH:14]=4)[N:9]=3)[CH2:2][CH2:3]2)=[O:35])[CH2:33][CH2:32]1, predict the reactants needed to synthesize it. The reactants are: [N:1]1([CH2:7][C:8]2[CH:17]=[CH:16][C:15]3[C:10](=[CH:11][CH:12]=[C:13]([O:18][C:19]4[CH:24]=[CH:23][C:22]([C:25]5[NH:29][N:28]=[CH:27][CH:26]=5)=[CH:21][CH:20]=4)[CH:14]=3)[N:9]=2)[CH2:6][CH2:5][NH:4][CH2:3][CH2:2]1.[OH:30][C:31]1([C:34](O)=[O:35])[CH2:33][CH2:32]1.O[C@@H](C)C(N1CCN(CC2C=CC3C(=CC=C(OC4C=CC(C5NN=CC=5)=CC=4)C=3)N=2)CC1)=O. (2) Given the product [F:1][C:2]1[CH:3]=[CH:4][C:5]([C:6](=[O:7])[CH2:8][C:9]([O:10][CH2:11][CH3:15])=[O:17])=[CH:18][CH:19]=1, predict the reactants needed to synthesize it. The reactants are: [F:1][C:2]1[CH:19]=[CH:18][C:5]([C:6]([CH:8]2C(=O)O[C:11](C)([CH3:15])[O:10][C:9]2=[O:17])=[O:7])=[CH:4][CH:3]=1. (3) Given the product [Br:1][C:2]1[CH:7]=[CH:6][N:5]=[C:4]([CH2:8][Br:9])[CH:3]=1, predict the reactants needed to synthesize it. The reactants are: [Br:1][C:2]1[CH:7]=[CH:6][N:5]=[C:4]([CH3:8])[CH:3]=1.[Br:9]N1C(=O)CCC1=O.C(OOC(=O)C1C=CC=CC=1)(=O)C1C=CC=CC=1.